Dataset: Full USPTO retrosynthesis dataset with 1.9M reactions from patents (1976-2016). Task: Predict the reactants needed to synthesize the given product. (1) Given the product [CH2:16]([O:1][C:2]1[C:11]2[C:6](=[CH:7][CH:8]=[CH:9][CH:10]=2)[CH:5]=[C:4]([C:12]([O:14][CH3:15])=[O:13])[N:3]=1)[C:17]1[CH:22]=[CH:21][CH:20]=[CH:19][CH:18]=1, predict the reactants needed to synthesize it. The reactants are: [O:1]=[C:2]1[C:11]2[C:6](=[CH:7][CH:8]=[CH:9][CH:10]=2)[CH:5]=[C:4]([C:12]([O:14][CH3:15])=[O:13])[NH:3]1.[CH2:16](Br)[C:17]1[CH:22]=[CH:21][CH:20]=[CH:19][CH:18]=1. (2) Given the product [Br:1][C:2]1[CH:20]=[CH:19][C:5]2=[C:6]([CH2:15][CH2:16][OH:17])[CH:7]=[C:8]3[C:13]([C:12](=[O:14])[NH:11][CH:10]=[CH:9]3)=[C:4]2[CH:3]=1, predict the reactants needed to synthesize it. The reactants are: [Br:1][C:2]1[CH:20]=[CH:19][C:5]2=[C:6]([CH2:15][C:16](O)=[O:17])[CH:7]=[C:8]3[C:13]([C:12](=[O:14])[NH:11][CH:10]=[CH:9]3)=[C:4]2[CH:3]=1.O.[OH-].[Na+]. (3) Given the product [Cl:1][C:2]1[CH:11]=[C:6]2[C:5]([CH:12]=[C:10]([C:16]3[CH:19]=[CH:20][CH:21]=[CH:22][C:15]=3[C:14]([F:24])([F:23])[F:13])[NH:9][C:7]2=[O:8])=[CH:4][CH:3]=1, predict the reactants needed to synthesize it. The reactants are: [Cl:1][C:2]1[CH:3]=[CH:4][C:5]([CH3:12])=[C:6]([CH:11]=1)[C:7]([NH:9][CH3:10])=[O:8].[F:13][C:14]([F:24])([F:23])[C:15]1[CH:22]=[CH:21][CH:20]=[CH:19][C:16]=1C#N.[Cl-].[NH4+]. (4) Given the product [CH:1]1([NH:6][C:7]2[CH:8]=[CH:9][C:10]([C@H:13]3[C@@H:18]([C:19]([NH:37][C:36]4[CH:38]=[CH:39][C:33]([CH3:32])=[C:34]([C:40]([F:41])([F:42])[F:43])[CH:35]=4)=[O:20])[CH2:17][CH2:16][CH2:15][N:14]3[C:22](=[O:31])[C:23]3[C:28]([CH3:29])=[CH:27][CH:26]=[CH:25][C:24]=3[F:30])=[CH:11][CH:12]=2)[CH2:2][CH2:3][CH2:4][CH2:5]1, predict the reactants needed to synthesize it. The reactants are: [CH:1]1([NH:6][C:7]2[CH:12]=[CH:11][C:10]([C@H:13]3[C@@H:18]([C:19](O)=[O:20])[CH2:17][CH2:16][CH2:15][N:14]3[C:22](=[O:31])[C:23]3[C:28]([CH3:29])=[CH:27][CH:26]=[CH:25][C:24]=3[F:30])=[CH:9][CH:8]=2)[CH2:5][CH2:4][CH2:3][CH2:2]1.[CH3:32][C:33]1[CH:39]=[CH:38][C:36]([NH2:37])=[CH:35][C:34]=1[C:40]([F:43])([F:42])[F:41].CN1CCOCC1.CN(C(ON1N=NC2C=CC=NC1=2)=[N+](C)C)C.F[P-](F)(F)(F)(F)F.